This data is from Reaction yield outcomes from USPTO patents with 853,638 reactions. The task is: Predict the reaction yield, written as a fraction of the theoretical maximum amount of product (1.0 means a 100% yield; for example, 0.34 means a 34% yield). (1) The reactants are [CH2:1]([CH:3]([CH2:25][CH2:26][CH2:27][CH3:28])[CH2:4][C:5]1[C:13]2[S:14][CH:15]=[CH:16][C:12]=2[C:11]([CH2:17][CH:18]([CH2:23][CH3:24])[CH2:19][CH2:20][CH2:21][CH3:22])=[C:7]2[S:8][CH:9]=[CH:10][C:6]=12)[CH3:2].C([Li])CCC.[CH3:34][Sn:35](Cl)([CH3:37])[CH3:36].O. The catalyst is O1CCCC1. The product is [CH2:23]([CH:18]([CH2:19][CH2:20][CH2:21][CH3:22])[CH2:17][C:11]1[C:7]2[S:8][C:9]([Sn:35]([CH3:37])([CH3:36])[CH3:34])=[CH:10][C:6]=2[C:5]([CH2:4][CH:3]([CH2:1][CH3:2])[CH2:25][CH2:26][CH2:27][CH3:28])=[C:13]2[S:14][C:15]([Sn:35]([CH3:37])([CH3:36])[CH3:34])=[CH:16][C:12]=12)[CH3:24]. The yield is 1.00. (2) The catalyst is CO. The reactants are C([O:8][C:9]1[CH:14]=[C:13]([O:15]CC2C=CC=CC=2)[C:12]([CH:23]([CH3:25])[CH3:24])=[CH:11][C:10]=1[C:26]1[N:27]([N:32]2[CH2:37][CH2:36][CH2:35][CH2:34][CH2:33]2)[C:28](=S)[NH:29][N:30]=1)C1C=CC=CC=1.C(Cl)Cl.B(Cl)(Cl)Cl.C(=O)([O-])[OH:46].[Na+]. The product is [OH:8][C:9]1[CH:14]=[C:13]([OH:15])[C:12]([CH:23]([CH3:25])[CH3:24])=[CH:11][C:10]=1[C:26]1[N:27]([N:32]2[CH2:33][CH2:34][CH2:35][CH2:36][CH2:37]2)[C:28](=[O:46])[NH:29][N:30]=1. The yield is 0.166.